From a dataset of Forward reaction prediction with 1.9M reactions from USPTO patents (1976-2016). Predict the product of the given reaction. (1) The product is: [C:13]([O:10][C:8](=[O:9])[NH:19][C:20]1[CH2:25][O:24][CH2:23][C@:22]([C:27]2[CH:28]=[CH:29][CH:30]=[C:31]([NH:33][C:34]([C:36]3[CH:41]=[CH:40][C:39]([Br:42])=[CH:38][N:37]=3)=[O:35])[N:32]=2)([CH3:26])[N:21]=1)([CH3:15])([CH3:14])[CH3:12]. Given the reactants BrC1C=CC([C:8]([OH:10])=[O:9])=NC=1.Cl[C:12](N(C)C)=[C:13]([CH3:15])[CH3:14].[NH2:19][C:20]1[CH2:25][O:24][CH2:23][C@:22]([C:27]2[N:32]=[C:31]([NH:33][C:34]([C:36]3[CH:41]=[CH:40][C:39]([Br:42])=[CH:38][N:37]=3)=[O:35])[CH:30]=[CH:29][CH:28]=2)([CH3:26])[N:21]=1.CCN(CC)CC, predict the reaction product. (2) Given the reactants [O:1]=[C:2]1[C:11]2[C:6](=[CH:7][CH:8]=[CH:9][N:10]=2)[N:5]([CH2:12][C:13]2[CH:18]=[CH:17][CH:16]=[CH:15][C:14]=2[C:19]2[CH:24]=[CH:23][CH:22]=[C:21]([C:25]([F:28])([F:27])[F:26])[CH:20]=2)[CH:4]=[C:3]1[C:29]([O:31]CC)=[O:30].O.[OH-].[Li+].CN(C)C=O, predict the reaction product. The product is: [O:1]=[C:2]1[C:11]2[C:6](=[CH:7][CH:8]=[CH:9][N:10]=2)[N:5]([CH2:12][C:13]2[CH:18]=[CH:17][CH:16]=[CH:15][C:14]=2[C:19]2[CH:24]=[CH:23][CH:22]=[C:21]([C:25]([F:28])([F:27])[F:26])[CH:20]=2)[CH:4]=[C:3]1[C:29]([OH:31])=[O:30]. (3) Given the reactants [ClH:1].[NH2:2][C:3]([C:5]1[CH:6]=[N:7][C:8]2[C:13]([C:14]=1[NH:15][C:16]1[CH:21]=[CH:20][C:19]([F:22])=[C:18]([O:23][CH3:24])[CH:17]=1)=[CH:12][C:11]([S:25]([CH2:28][CH2:29][C:30]([OH:32])=O)(=[O:27])=[O:26])=[CH:10][C:9]=2[CH3:33])=[O:4].[NH:34]1[CH2:39][CH2:38][O:37][CH2:36][CH2:35]1.C(N(CC)C(C)C)(C)C, predict the reaction product. The product is: [ClH:1].[F:22][C:19]1[CH:20]=[CH:21][C:16]([NH:15][C:14]2[C:13]3[C:8](=[C:9]([CH3:33])[CH:10]=[C:11]([S:25]([CH2:28][CH2:29][C:30]([N:34]4[CH2:39][CH2:38][O:37][CH2:36][CH2:35]4)=[O:32])(=[O:26])=[O:27])[CH:12]=3)[N:7]=[CH:6][C:5]=2[C:3]([NH2:2])=[O:4])=[CH:17][C:18]=1[O:23][CH3:24]. (4) Given the reactants [NH2:1][CH2:2][C:3]1[CH:4]=[C:5]2[C:10](=[CH:11][CH:12]=1)[N:9]=[C:8]([NH:13][C@H:14]1[C:22]3[C:17](=[CH:18][CH:19]=[CH:20][CH:21]=3)[CH2:16][CH2:15]1)[CH:7]=[CH:6]2.C(N(CC)CC)C.[F:30][C:31]1[CH:39]=[CH:38][C:34]([C:35](Cl)=[O:36])=[CH:33][CH:32]=1, predict the reaction product. The product is: [F:30][C:31]1[CH:39]=[CH:38][C:34]([C:35]([NH:1][CH2:2][C:3]2[CH:4]=[C:5]3[C:10](=[CH:11][CH:12]=2)[N:9]=[C:8]([NH:13][C@H:14]2[C:22]4[C:17](=[CH:18][CH:19]=[CH:20][CH:21]=4)[CH2:16][CH2:15]2)[CH:7]=[CH:6]3)=[O:36])=[CH:33][CH:32]=1. (5) Given the reactants [C:1]([C:4]1[CH:9]=[CH:8][CH:7]=[CH:6][N:5]=1)(=[O:3])[CH3:2].[BrH:10].BrBr, predict the reaction product. The product is: [BrH:10].[Br:10][CH2:2][C:1]([C:4]1[CH:9]=[CH:8][CH:7]=[CH:6][N:5]=1)=[O:3]. (6) Given the reactants [C:1]([O:5][C:6]([NH:8][C@H:9]([C:19]([O:21]C)=[O:20])[C:10]([S:13][CH2:14][CH2:15][CH2:16][CH:17]=[CH2:18])([CH3:12])[CH3:11])=[O:7])([CH3:4])([CH3:3])[CH3:2].O.[OH-].[Li+].Cl, predict the reaction product. The product is: [C:1]([O:5][C:6]([NH:8][C@H:9]([C:19]([OH:21])=[O:20])[C:10]([S:13][CH2:14][CH2:15][CH2:16][CH:17]=[CH2:18])([CH3:11])[CH3:12])=[O:7])([CH3:2])([CH3:3])[CH3:4]. (7) Given the reactants Cl.O.[OH:3][C:4]12[C:15]3[C:10](=[C:11]([N+:16]([O-])=O)[CH:12]=[CH:13][CH:14]=3)[C:9](=[O:19])[C:8]1([NH:20][C:21](=[O:30])[C:22]1[CH:27]=[CH:26][N:25]=[C:24]([O:28][CH3:29])[CH:23]=1)[C:7]1[CH:31]=[CH:32][C:33]([CH:35]([CH3:37])[CH3:36])=[CH:34][C:6]=1[O:5]2, predict the reaction product. The product is: [NH2:16][C:11]1[CH:12]=[CH:13][CH:14]=[C:15]2[C:10]=1[C:9](=[O:19])[C:8]1([NH:20][C:21](=[O:30])[C:22]3[CH:27]=[CH:26][N:25]=[C:24]([O:28][CH3:29])[CH:23]=3)[C:7]3[CH:31]=[CH:32][C:33]([CH:35]([CH3:37])[CH3:36])=[CH:34][C:6]=3[O:5][C:4]12[OH:3].